Dataset: Forward reaction prediction with 1.9M reactions from USPTO patents (1976-2016). Task: Predict the product of the given reaction. Given the reactants COC1C=CC(P2(SP(C3C=CC(OC)=CC=3)(=S)S2)=[S:10])=CC=1.[F:23][C:24]1[C:29]([F:30])=[CH:28][CH:27]=[CH:26][C:25]=1[C@H:31]1[CH2:37][NH:36][C:35](=O)[C@H:34]([NH:39][C:40](=[O:46])[O:41][C:42]([CH3:45])([CH3:44])[CH3:43])[CH2:33][CH2:32]1, predict the reaction product. The product is: [F:23][C:24]1[C:29]([F:30])=[CH:28][CH:27]=[CH:26][C:25]=1[C@H:31]1[CH2:37][NH:36][C:35](=[S:10])[C@H:34]([NH:39][C:40](=[O:46])[O:41][C:42]([CH3:45])([CH3:44])[CH3:43])[CH2:33][CH2:32]1.